From a dataset of Ames mutagenicity test results for genotoxicity prediction. Regression/Classification. Given a drug SMILES string, predict its toxicity properties. Task type varies by dataset: regression for continuous values (e.g., LD50, hERG inhibition percentage) or binary classification for toxic/non-toxic outcomes (e.g., AMES mutagenicity, cardiotoxicity, hepatotoxicity). Dataset: ames. (1) The drug is Cc1c([N+](=O)[O-])cc([N+](=O)[O-])cc1[N+](=O)[O-]. The result is 1 (mutagenic). (2) The drug is Nc1ccc2nc3ccccc3nc2c1. The result is 1 (mutagenic). (3) The molecule is c1cc2ccc3cccc4ncc(c1)c2c34. The result is 1 (mutagenic).